From a dataset of Catalyst prediction with 721,799 reactions and 888 catalyst types from USPTO. Predict which catalyst facilitates the given reaction. (1) Reactant: [CH3:1][C:2]([O:9][C:10]1[CH:15]=[CH:14][C:13]([CH2:16][N:17]([CH2:34][C:35]2[CH:40]=[CH:39][C:38]([C:41]([F:44])([F:43])[F:42])=[CH:37][CH:36]=2)[C:18]2[CH:23]=[CH:22][CH:21]=[C:20]([C:24]3[CH:29]=[CH:28][C:27]([C:30]([F:33])([F:32])[F:31])=[CH:26][CH:25]=3)[N:19]=2)=[CH:12][C:11]=1[CH3:45])([CH3:8])[C:3]([O:5]CC)=[O:4].[OH-].[Na+]. Product: [CH3:8][C:2]([O:9][C:10]1[CH:15]=[CH:14][C:13]([CH2:16][N:17]([CH2:34][C:35]2[CH:40]=[CH:39][C:38]([C:41]([F:44])([F:43])[F:42])=[CH:37][CH:36]=2)[C:18]2[CH:23]=[CH:22][CH:21]=[C:20]([C:24]3[CH:29]=[CH:28][C:27]([C:30]([F:32])([F:31])[F:33])=[CH:26][CH:25]=3)[N:19]=2)=[CH:12][C:11]=1[CH3:45])([CH3:1])[C:3]([OH:5])=[O:4]. The catalyst class is: 83. (2) Reactant: [CH3:1][O:2][C:3](=[O:26])[C:4]1[CH:9]=[C:8]([C:10]#[C:11][Si](C)(C)C)[C:7]([F:16])=[C:6]([F:17])[C:5]=1[NH:18][C:19]1[CH:24]=[CH:23][CH:22]=[CH:21][C:20]=1[Cl:25].[OH:27]S(O)(=O)=O. Product: [CH3:1][O:2][C:3](=[O:26])[C:4]1[CH:9]=[C:8]([C:10](=[O:27])[CH3:11])[C:7]([F:16])=[C:6]([F:17])[C:5]=1[NH:18][C:19]1[CH:24]=[CH:23][CH:22]=[CH:21][C:20]=1[Cl:25]. The catalyst class is: 21. (3) Reactant: Br[C:2]1[C:3]([O:15][C:16]2[C:21]([F:22])=[CH:20][CH:19]=[CH:18][C:17]=2[F:23])=[CH:4][C:5]([NH:8][C:9]2[S:10][CH:11]=[C:12]([CH3:14])[N:13]=2)=[N:6][CH:7]=1.C1(P(C2C=CC=CC=2)C2C3OC4C(=CC=CC=4P(C4C=CC=CC=4)C4C=CC=CC=4)C(C)(C)C=3C=CC=2)C=CC=CC=1.[CH3:66][O:67][C:68](=[O:72])[CH2:69][CH2:70][SH:71].C(N(C(C)C)C(C)C)C. Product: [F:23][C:17]1[CH:18]=[CH:19][CH:20]=[C:21]([F:22])[C:16]=1[O:15][C:3]1[CH:4]=[C:5]([NH:8][C:9]2[S:10][CH:11]=[C:12]([CH3:14])[N:13]=2)[N:6]=[CH:7][C:2]=1[S:71][CH2:70][CH2:69][C:68]([O:67][CH3:66])=[O:72]. The catalyst class is: 102.